This data is from Forward reaction prediction with 1.9M reactions from USPTO patents (1976-2016). The task is: Predict the product of the given reaction. (1) Given the reactants [F-].C([N+](CCCC)(CCCC)CCCC)CCC.[F:19][C:20]1[CH:21]=[C:22]([C:26]2[N:27](COCC[Si](C)(C)C)[CH:28]=[C:29]3[C:34]=2[C:33](=[O:35])[N:32]([CH3:36])[C:31](=[O:37])[N:30]3[CH3:38])[CH:23]=[CH:24][CH:25]=1, predict the reaction product. The product is: [F:19][C:20]1[CH:21]=[C:22]([C:26]2[NH:27][CH:28]=[C:29]3[C:34]=2[C:33](=[O:35])[N:32]([CH3:36])[C:31](=[O:37])[N:30]3[CH3:38])[CH:23]=[CH:24][CH:25]=1. (2) The product is: [CH3:1][O:2][C:3]1[CH:12]=[C:11]2[C:6]([C:7]([O:13][C:14]3[CH:15]=[CH:16][C:17]([NH:20][C:21]4[C:30]5[C:25](=[CH:26][CH:27]=[CH:28][CH:29]=5)[C:24]([C:31]5[CH:32]=[CH:33][CH:34]=[CH:35][CH:36]=5)=[N:23][N:22]=4)=[CH:18][CH:19]=3)=[CH:8][CH:9]=[N:10]2)=[CH:5][C:4]=1[C:37]#[N:39]. Given the reactants [CH3:1][O:2][C:3]1[CH:12]=[C:11]2[C:6]([C:7]([O:13][C:14]3[CH:19]=[CH:18][C:17]([NH:20][C:21]4[C:30]5[C:25](=[CH:26][CH:27]=[CH:28][CH:29]=5)[C:24]([C:31]5[CH:36]=[CH:35][CH:34]=[CH:33][CH:32]=5)=[N:23][N:22]=4)=[CH:16][CH:15]=3)=[CH:8][CH:9]=[N:10]2)=[CH:5][C:4]=1[C:37]([NH2:39])=O.S(Cl)(Cl)=O, predict the reaction product. (3) Given the reactants COC1C=CC(C[N:8](CC2C=CC(OC)=CC=2)[C:9]2[N:14]=[CH:13][C:12]([C:15]3[C:16]4[CH2:29][CH2:28][N:27]([C:30]5[CH:38]=[CH:37][C:33]([C:34](O)=[O:35])=[CH:32][CH:31]=5)[C:17]=4[N:18]=[C:19]([N:21]4[CH2:26][CH2:25][O:24][CH2:23][CH2:22]4)[N:20]=3)=[CH:11][N:10]=2)=CC=1.CC[N:52](C(C)C)C(C)C.C1C=C2N=NN(O)C2=CC=1.O.CCN=C=NCCCN(C)C.Cl.[Cl-].[NH4+], predict the reaction product. The product is: [NH2:8][C:9]1[N:14]=[CH:13][C:12]([C:15]2[C:16]3[CH2:29][CH2:28][N:27]([C:30]4[CH:31]=[CH:32][C:33]([C:34]([NH2:52])=[O:35])=[CH:37][CH:38]=4)[C:17]=3[N:18]=[C:19]([N:21]3[CH2:22][CH2:23][O:24][CH2:25][CH2:26]3)[N:20]=2)=[CH:11][N:10]=1. (4) Given the reactants COC1C=CC(C2CCNC2)=C([N+]([O-])=O)C=1.BrC1C=C(OC)C=CC=1.[CH3:26][O:27][C:28]1[CH:33]=[CH:32][C:31]([CH:34]2[CH2:38][CH2:37][N:36]([C:39]3[CH:44]=[CH:43][CH:42]=[C:41]([O:45][CH3:46])[CH:40]=3)[CH2:35]2)=[C:30]([N+:47]([O-])=O)[CH:29]=1, predict the reaction product. The product is: [CH3:26][O:27][C:28]1[CH:33]=[CH:32][C:31]([CH:34]2[CH2:38][CH2:37][N:36]([C:39]3[CH:44]=[CH:43][CH:42]=[C:41]([O:45][CH3:46])[CH:40]=3)[CH2:35]2)=[C:30]([NH2:47])[CH:29]=1. (5) Given the reactants [CH3:1][C:2]1[N:3]([S:8]([C:11]2[CH:16]=[CH:15][C:14]([N+:17]([O-])=O)=[CH:13][CH:12]=2)(=[O:10])=[O:9])[C:4]([CH3:7])=[CH:5][CH:6]=1, predict the reaction product. The product is: [CH3:1][C:2]1[N:3]([S:8]([C:11]2[CH:12]=[CH:13][C:14]([NH2:17])=[CH:15][CH:16]=2)(=[O:10])=[O:9])[C:4]([CH3:7])=[CH:5][CH:6]=1.